This data is from Catalyst prediction with 721,799 reactions and 888 catalyst types from USPTO. The task is: Predict which catalyst facilitates the given reaction. (1) Reactant: [CH3:1][O:2][C:3]1[CH:8]=[CH:7][C:6]([NH:9][C:10]2[CH:15]=[CH:14][CH:13]=[CH:12][C:11]=2[N+:16]([O-])=O)=[CH:5][CH:4]=1.C(N(CC)CC)C.[C:26](Cl)(=[O:35])[C:27]1[CH:32]=[CH:31][C:30]([O:33][CH3:34])=[CH:29][CH:28]=1. Product: [CH3:34][O:33][C:30]1[CH:31]=[CH:32][C:27]([C:26]([NH:16][C:11]2[CH:12]=[CH:13][CH:14]=[CH:15][C:10]=2[NH:9][C:6]2[CH:7]=[CH:8][C:3]([O:2][CH3:1])=[CH:4][CH:5]=2)=[O:35])=[CH:28][CH:29]=1. The catalyst class is: 277. (2) Reactant: [F:1][C:2]1[CH:3]=[C:4]([N:9]2[CH:17]=[N:16][C:15]3[C:10]2=[N:11][C:12]([NH:18][C@H:19]2[CH2:23][CH2:22][C@H:21]([OH:24])[CH2:20]2)=[N:13][CH:14]=3)[CH:5]=[CH:6][C:7]=1I.[CH3:25][O:26][CH2:27][CH2:28][N:29]1[CH:33]=[C:32](B2OC(C)(C)C(C)(C)O2)[CH:31]=[N:30]1.O.C(=O)([O-])[O-].[K+].[K+]. Product: [F:1][C:2]1[CH:3]=[C:4]([N:9]2[CH:17]=[N:16][C:15]3[C:10]2=[N:11][C:12]([NH:18][C@H:19]2[CH2:23][CH2:22][C@H:21]([OH:24])[CH2:20]2)=[N:13][CH:14]=3)[CH:5]=[CH:6][C:7]=1[C:32]1[CH:31]=[N:30][N:29]([CH2:28][CH2:27][O:26][CH3:25])[CH:33]=1. The catalyst class is: 12. (3) Reactant: [CH2:1]([C@H:8]([NH:39][C:40](=[O:46])[O:41][C:42]([CH3:45])([CH3:44])[CH3:43])[C@@H:9]([OH:38])[CH2:10][CH:11]([NH:25][C:26](=[O:37])[C@@H:27]([NH:32][C:33]([O:35][CH3:36])=[O:34])[C:28]([CH3:31])([CH3:30])[CH3:29])[CH2:12][C:13]1[CH:18]=[CH:17][C:16]([C:19]2[CH:24]=[CH:23][CH:22]=[CH:21][N:20]=2)=[CH:15][CH:14]=1)[C:2]1[CH:7]=[CH:6][CH:5]=[CH:4][CH:3]=1.CO. Product: [CH2:1]([C@H:8]([NH:39][C:40](=[O:46])[O:41][C:42]([CH3:45])([CH3:44])[CH3:43])[C@@H:9]([OH:38])[CH2:10][C@H:11]([NH:25][C:26](=[O:37])[C@@H:27]([NH:32][C:33]([O:35][CH3:36])=[O:34])[C:28]([CH3:31])([CH3:30])[CH3:29])[CH2:12][C:13]1[CH:18]=[CH:17][C:16]([C:19]2[CH:24]=[CH:23][CH:22]=[CH:21][N:20]=2)=[CH:15][CH:14]=1)[C:2]1[CH:3]=[CH:4][CH:5]=[CH:6][CH:7]=1. The catalyst class is: 6. (4) Reactant: [NH2:1][C:2]1[C:19]([NH:20][CH:21]([C:30]2[CH:35]=[CH:34][C:33]([O:36][CH3:37])=[CH:32][CH:31]=2)[C:22]2[CH:27]=[CH:26][C:25]([O:28][CH3:29])=[CH:24][CH:23]=2)=[CH:18][CH:17]=[CH:16][C:3]=1[O:4][C:5]1[CH:14]=[C:13]([F:15])[CH:12]=[CH:11][C:6]=1[C:7]([O:9][CH3:10])=[O:8].C(N(C(C)C)C(C)C)C.[C:47](Cl)(Cl)=[O:48]. Product: [CH3:37][O:36][C:33]1[CH:32]=[CH:31][C:30]([CH:21]([C:22]2[CH:27]=[CH:26][C:25]([O:28][CH3:29])=[CH:24][CH:23]=2)[N:20]2[C:19]3[CH:18]=[CH:17][CH:16]=[C:3]([O:4][C:5]4[CH:14]=[C:13]([F:15])[CH:12]=[CH:11][C:6]=4[C:7]([O:9][CH3:10])=[O:8])[C:2]=3[NH:1][C:47]2=[O:48])=[CH:35][CH:34]=1. The catalyst class is: 426. (5) Reactant: [F:1][C:2]1([F:34])[CH2:6][C@H:5]([N:7]([C@@H](C2C=CC=CC=2)C)C(=O)OCC2C=CC=CC=2)[C@@H:4]([NH:26][S:27]([C:30]([CH3:33])([CH3:32])[CH3:31])(=[O:29])=[O:28])[CH2:3]1.[H][H]. Product: [NH2:7][C@H:5]1[CH2:6][C:2]([F:1])([F:34])[CH2:3][C@@H:4]1[NH:26][S:27]([C:30]([CH3:33])([CH3:32])[CH3:31])(=[O:29])=[O:28]. The catalyst class is: 105. (6) Reactant: [Br:1][C:2]1[C:3]([N:20]2[CH2:25][CH2:24][N:23](C(NC3C=CC=CC=3)=O)[CH2:22][CH2:21]2)=[C:4]2[N:10]=[C:9]([C:11]3[CH:16]=[CH:15][C:14]([N:17]([CH3:19])C)=CC=3)[NH:8][C:5]2=[N:6][CH:7]=1.NC1C([N+]([O-])=O)=C(N2CCN([CH2:51][C:52]([NH:54][C:55]3[S:56][CH:57]=[CH:58][N:59]=3)=[O:53])CC2)C(Br)=CN=1.[O-]S(S([O-])=O)=O.[Na+].[Na+].N1C=CC=C(C=O)C=1. Product: [Br:1][C:2]1[C:3]([N:20]2[CH2:25][CH2:24][N:23]([CH2:51][C:52]([NH:54][C:55]3[S:56][CH:57]=[CH:58][N:59]=3)=[O:53])[CH2:22][CH2:21]2)=[C:4]2[N:10]=[C:9]([C:11]3[CH:19]=[N:17][CH:14]=[CH:15][CH:16]=3)[NH:8][C:5]2=[N:6][CH:7]=1. The catalyst class is: 3. (7) Reactant: [CH3:1][C:2]1([CH3:18])[N:6]([C:7]([O:9][C:10]([CH3:13])([CH3:12])[CH3:11])=[O:8])[CH:5]([C:14]([O:16][CH3:17])=[O:15])[CH2:4][O:3]1.C[Si]([N-][Si](C)(C)C)(C)C.[K+].[CH2:29](Br)[CH:30]=[CH2:31].[Cl-].[NH4+]. Product: [CH2:31]([C:5]1([C:14]([O:16][CH3:17])=[O:15])[CH2:4][O:3][C:2]([CH3:18])([CH3:1])[N:6]1[C:7]([O:9][C:10]([CH3:11])([CH3:12])[CH3:13])=[O:8])[CH:30]=[CH2:29]. The catalyst class is: 182.